From a dataset of Experimentally validated miRNA-target interactions with 360,000+ pairs, plus equal number of negative samples. Binary Classification. Given a miRNA mature sequence and a target amino acid sequence, predict their likelihood of interaction. (1) The miRNA is hsa-miR-141-5p with sequence CAUCUUCCAGUACAGUGUUGGA. The protein sequence of the target gene is MAHMKTRLVYASILMMGALCLYFSMDSFRELPFVFKKSHGKFLQIPDIDCKQKPPFLVLLVTSSHKQLAARMAIRKTWGRETSVQGQQVRTFFLLGTSDSTEEMDATTLESEQHRDIIQKDFKDAYFNLTLKTMMGMEWVYHFCPQTAYVMKTDSDMFVNVGYLTELLLKKNKTTRFFTGYIKPHDFPIRQKFNKWFVSKFEYPWDRYPPFCSGTGYVFSSDVAIQVYNVSESVPFIKLEDVFVGLCLAKLKIRPEELHTKQTFFPGGLRFSVCRFQKIVACHFMKPQDLLTYWQALENS.... Result: 0 (no interaction). (2) The miRNA is hsa-miR-6756-3p with sequence UCCCCUUCCUCCCUGCCCAG. The protein sequence of the target gene is MKIFCSRANPTTGSVEWLEEDEHYDYHQEIARSSYADMLHDKDRNVKYYQGIRAAVSRVKDRGQKALVLDIGTGTGLLSMMAVTAGADFCYAIEVFKPMADAAVKIVEKNGFSDKIKVINKHSTEVTVGPEGDMPCRANILVTELFDTELIGEGALPSYEHAHRHLVEENCEAVPHRATVYAQLVESGRMWSWNKLFPIHVQTSLGEQVIVPPVDVESCPGAPSVCDIQLNQVSPADFTVLSDVLPMFSIDFSKQVSSSAACHSRRFEPLTSGRAQVVLSWWDIEMDPEGKIKCTMAPFW.... Result: 1 (interaction). (3) The miRNA is hsa-miR-1183 with sequence CACUGUAGGUGAUGGUGAGAGUGGGCA. The protein sequence of the target gene is MREYKVVVLGSGGVGKSALTVQFVTGTFIEKYDPTIEDFYRKEIEVDSSPSVLEILDTAGTEQFASMRDLYIKNGQGFILVYSLVNQQSFQDIKPMRDQIIRVKRYEKVPVILVGNKVDLESEREVSSNEGRALAEEWGCPFMETSAKSKTMVDELFAEIVRQMNYAAQPDKDDPCCSACNIQ. Result: 0 (no interaction). (4) The miRNA is hsa-miR-939-5p with sequence UGGGGAGCUGAGGCUCUGGGGGUG. The protein sequence of the target gene is METDAPQPGLASPDSPHDPCKMFIGGLSWQTTQEGLREYFGQFGEVKECLVMRDPLTKRSRGFGFVTFMDQAGVDKVLAQSRHELDSKTIDPKVAFPRRAQPKMVTRTKKIFVGGLSVNTTVEDVKQYFEQFGKVDDAMLMFDKTTNRHRGFGFVTFESEDIVEKVCEIHFHEINNKMVECKKAQPKEVMSPTGSARGRSRVMPYGMDAFMLGIGMLGYPGFQATTYASRSYTGLAPGYTYQFPEFRVERTPLPSAPVLPELTAIPLTAYGPMAAAAAAAAVVRGTGSHPWTMAPPPGST.... Result: 1 (interaction). (5) The miRNA is ssc-miR-296-3p with sequence AGGGUUGGGCGGAGGCUUUCC. The protein sequence of the target gene is MALPRLTGALRSFSNVTKQDNYNEEVADLKIKRSKLHEQVLDLGLTWKKIIKFLNEKLEKSKMQSINEDLKDILHAAKQIVGTDNGREAIESGAAFLFMTFHLKDSVGHKETKAIKQMFGPFPSSSATAACNATNRIISHFSQDDLTALVQMTEKEHGDRVFFGKNLAFSFDMHDLDHFDELPINGETQKTISLDYKKFLNEHLQEACTPELKPVEKTNGSFLWCEVEKYLNSTLKEMTEVPRVEDLCCTLYDMLASIKSGDELQDELFELLGPEGLELIEKLLQNRITIVDRFLNSSND.... Result: 0 (no interaction). (6) The miRNA is hsa-miR-499b-5p with sequence ACAGACUUGCUGUGAUGUUCA. The protein sequence of the target gene is MSEKSVEAAAELSAKDLKEKKEKVEEKASRKERKKEVVEEEENGAEEEEEETAEDGEEEDEGEEEDEEEEEEDDEGPALKRAAEEEDEADPKRQKTENGASA. Result: 0 (no interaction). (7) The miRNA is hsa-miR-32-5p with sequence UAUUGCACAUUACUAAGUUGCA. The protein sequence of the target gene is MRPGTGAERGGLMVSEMESHPPSQGPGDGERRLSGSSLCSGSWVSADGFLRRRPSMGHPGMHYAPMGMHPMGQRANMPPVPHGMMPQMMPPMGGPPMGQMPGMMSSVMPGMMMSHMSQASMQPALPPGVNSMDVAAGTASGAKSMWTEHKSPDGRTYYYNTETKQSTWEKPDDLKTPAEQLLSKCPWKEYKSDSGKPYYYNSQTKESRWAKPKELEDLEGYQNTIVAGSLITKSNLHAMIKAEESSKQEECTTTSTAPVPTTEIPTTMSTMAAAEAAAAVVAAAAAAAAAAAAANANAST.... Result: 1 (interaction).